This data is from hERG potassium channel inhibition data for cardiac toxicity prediction from Karim et al.. The task is: Regression/Classification. Given a drug SMILES string, predict its toxicity properties. Task type varies by dataset: regression for continuous values (e.g., LD50, hERG inhibition percentage) or binary classification for toxic/non-toxic outcomes (e.g., AMES mutagenicity, cardiotoxicity, hepatotoxicity). Dataset: herg_karim. (1) The molecule is COc1ccccc1Oc1cccc(CN2CCC3(CC2)CCN(C(=O)c2ccncn2)CC3)c1. The result is 1 (blocker). (2) The drug is NC(=O)c1cccc(OC2CC3CCC(C2)N3CC(=O)Nc2ccccc2)c1. The result is 1 (blocker). (3) The compound is CCCOC(C(=O)OC1CCN(C)CC1)(c1ccccc1)c1ccccc1.Cl. The result is 0 (non-blocker).